Dataset: NCI-60 drug combinations with 297,098 pairs across 59 cell lines. Task: Regression. Given two drug SMILES strings and cell line genomic features, predict the synergy score measuring deviation from expected non-interaction effect. Drug 1: C1C(C(OC1N2C=C(C(=O)NC2=O)F)CO)O. Drug 2: CCC(=C(C1=CC=CC=C1)C2=CC=C(C=C2)OCCN(C)C)C3=CC=CC=C3.C(C(=O)O)C(CC(=O)O)(C(=O)O)O. Cell line: NCI-H460. Synergy scores: CSS=44.3, Synergy_ZIP=0.152, Synergy_Bliss=1.98, Synergy_Loewe=-27.5, Synergy_HSA=1.03.